From a dataset of Forward reaction prediction with 1.9M reactions from USPTO patents (1976-2016). Predict the product of the given reaction. (1) Given the reactants [CH3:1][O:2][C:3]1[CH:8]=[C:7]([O:9][CH3:10])[CH:6]=[CH:5][C:4]=1[C:11]1[N:19]2[C:14]([CH:15]=[N:16][C:17]([OH:20])=[N:18]2)=[CH:13][CH:12]=1.C(N(CC)C(C)C)(C)C.C1C=CC(N(S([C:40]([F:43])([F:42])[F:41])(=O)=O)S([C:40]([F:43])([F:42])[F:41])(=O)=O)=CC=1.[NH2:51][C:52]1[CH:57]=[CH:56][C:55]([CH:58]2[CH2:63][CH2:62][N:61]([CH2:64][C:65]([NH2:67])=[O:66])[CH2:60][CH2:59]2)=[CH:54][C:53]=1[O:68][CH3:69], predict the reaction product. The product is: [CH3:1][O:2][C:3]1[CH:8]=[C:7]([O:9][CH3:10])[CH:6]=[CH:5][C:4]=1[C:11]1[N:19]2[C:14]([CH:15]=[N:16][C:17]([NH:51][C:52]3[CH:57]=[CH:56][C:55]([CH:58]4[CH2:63][CH2:62][N:61]([CH2:64][C:65]([NH2:67])=[O:66])[CH2:60][CH2:59]4)=[CH:54][C:53]=3[O:68][CH3:69])=[N:18]2)=[CH:13][CH:12]=1.[F:41][C:40]([F:43])([F:42])[C:17]([OH:20])=[O:66]. (2) Given the reactants [C:1]1([C:22]2[CH:27]=[CH:26][CH:25]=[CH:24][CH:23]=2)[CH:6]=[CH:5][CH:4]=[CH:3][C:2]=1[CH:7]([NH:15]S(C(C)(C)C)=O)[CH2:8][CH2:9][CH2:10][C:11]([O:13][CH3:14])=[O:12].Cl.O1CCOCC1, predict the reaction product. The product is: [C:1]1([C:22]2[CH:27]=[CH:26][CH:25]=[CH:24][CH:23]=2)[CH:6]=[CH:5][CH:4]=[CH:3][C:2]=1[CH:7]([NH2:15])[CH2:8][CH2:9][CH2:10][C:11]([O:13][CH3:14])=[O:12].